Dataset: Full USPTO retrosynthesis dataset with 1.9M reactions from patents (1976-2016). Task: Predict the reactants needed to synthesize the given product. (1) Given the product [CH2:1]([O:3][C:4](=[O:22])[C:5]([CH3:21])([O:14][C:15]1[CH:20]=[CH:19][CH:18]=[CH:17][CH:16]=1)[CH2:6][C:7]1[CH:12]=[CH:11][C:10]([O:13][CH2:35][CH2:34][C:32]2[N:33]=[C:29]([CH:23]3[CH2:28][CH2:27][CH2:26][CH2:25][CH2:24]3)[O:30][C:31]=2[CH3:47])=[CH:9][CH:8]=1)[CH3:2], predict the reactants needed to synthesize it. The reactants are: [CH2:1]([O:3][C:4](=[O:22])[C:5]([CH3:21])([O:14][C:15]1[CH:20]=[CH:19][CH:18]=[CH:17][CH:16]=1)[CH2:6][C:7]1[CH:12]=[CH:11][C:10]([OH:13])=[CH:9][CH:8]=1)[CH3:2].[CH:23]1([C:29]2[O:30][C:31]([CH3:47])=[C:32]([CH2:34][CH2:35]OS(C3C=CC(C)=CC=3)(=O)=O)[N:33]=2)[CH2:28][CH2:27][CH2:26][CH2:25][CH2:24]1.C([O-])([O-])=O.[Cs+].[Cs+]. (2) Given the product [Cl:1][C:2]1[CH:3]=[CH:4][C:5]2[N:6]=[CH:7][N:8]=[C:9]([S:25][CH:19]3[CH2:24][CH2:23][CH2:22][CH2:21][CH2:20]3)[C:10]=2[N:11]=1, predict the reactants needed to synthesize it. The reactants are: [Cl:1][C:2]1[CH:3]=[CH:4][C:5]2[N:6]=[CH:7][N:8]=[C:9](OC3CCOCC3)[C:10]=2[N:11]=1.[CH:19]1([SH:25])[CH2:24][CH2:23][CH2:22][CH2:21][CH2:20]1.C([O-])([O-])=O.[K+].[K+]. (3) Given the product [CH2:34]([S:1][C:2]1[N:6]([CH2:7][C:8]2[CH:9]=[CH:10][C:11]([C:14]3[CH:19]=[CH:18][CH:17]=[CH:16][C:15]=3[C:20]3[NH:24][N:23]=[N:22][N:21]=3)=[CH:12][CH:13]=2)[C:5]2[C:25]([C:29]([O:31][CH2:32][CH3:33])=[O:30])=[CH:26][CH:27]=[CH:28][C:4]=2[N:3]=1)[CH3:35], predict the reactants needed to synthesize it. The reactants are: [SH:1][C:2]1[N:6]([CH2:7][C:8]2[CH:13]=[CH:12][C:11]([C:14]3[CH:19]=[CH:18][CH:17]=[CH:16][C:15]=3[C:20]3[NH:24][N:23]=[N:22][N:21]=3)=[CH:10][CH:9]=2)[C:5]2[C:25]([C:29]([O:31][CH2:32][CH3:33])=[O:30])=[CH:26][CH:27]=[CH:28][C:4]=2[N:3]=1.[CH2:34](I)[CH3:35].Cl. (4) Given the product [C:2]1([S:8]([C:11]2[CH:12]=[C:13]3[C:17](=[CH:18][CH:19]=2)[N:16]([CH:20]2[CH2:25][CH2:24][NH:23][CH2:22][CH2:21]2)[CH2:15][CH2:14]3)(=[O:10])=[O:9])[CH:3]=[CH:4][CH:5]=[CH:6][CH:7]=1, predict the reactants needed to synthesize it. The reactants are: Cl.[C:2]1([S:8]([C:11]2[CH:12]=[C:13]3[C:17](=[CH:18][CH:19]=2)[N:16]([CH:20]2[CH2:25][CH2:24][NH:23][CH2:22][CH2:21]2)[CH2:15][CH2:14]3)(=[O:10])=[O:9])[CH:7]=[CH:6][CH:5]=[CH:4][CH:3]=1. (5) Given the product [CH3:17][C:18]1[C:19]([N:24]([CH2:49][O:50][CH2:51][CH2:52][O:53][CH3:54])[S:25]([C:28]2[S:29][C:30]([CH3:48])=[CH:31][C:32]=2[C:33]2[CH:44]=[CH:43][C:36]([CH2:37][N:5]3[C:6]4[CH:11]=[C:10]([CH3:12])[N:9]=[C:8]([CH2:13][CH3:14])[C:7]=4[C:3]([CH2:1][CH3:2])=[N:4]3)=[CH:35][C:34]=2[CH2:45][O:46][CH3:47])(=[O:27])=[O:26])=[N:20][O:21][C:22]=1[CH3:23], predict the reactants needed to synthesize it. The reactants are: [CH2:1]([C:3]1[C:7]2[C:8]([CH2:13][CH3:14])=[N:9][C:10]([CH3:12])=[CH:11][C:6]=2[NH:5][N:4]=1)[CH3:2].[H-].[Na+].[CH3:17][C:18]1[C:19]([N:24]([CH2:49][O:50][CH2:51][CH2:52][O:53][CH3:54])[S:25]([C:28]2[S:29][C:30]([CH3:48])=[CH:31][C:32]=2[C:33]2[CH:44]=[CH:43][C:36]([CH2:37]OS(C)(=O)=O)=[CH:35][C:34]=2[CH2:45][O:46][CH3:47])(=[O:27])=[O:26])=[N:20][O:21][C:22]=1[CH3:23].O. (6) Given the product [F:1][C:2]1[CH:7]=[C:6]([F:8])[CH:5]=[CH:4][C:3]=1[N:9]1[C:13]2=[N:14][CH:15]=[CH:16][C:17]([C:22]3[C:23]([CH3:28])=[N:24][CH:25]=[N:26][CH:27]=3)=[C:12]2[CH:11]=[N:10]1, predict the reactants needed to synthesize it. The reactants are: [F:1][C:2]1[CH:7]=[C:6]([F:8])[CH:5]=[CH:4][C:3]=1[N:9]1[C:13]2=[N:14][CH:15]=[CH:16][C:17](B(O)O)=[C:12]2[CH:11]=[N:10]1.Br[C:22]1[C:23]([CH3:28])=[N:24][CH:25]=[N:26][CH:27]=1.C(=O)([O-])[O-].[Na+].[Na+]. (7) Given the product [CH3:35][O:36][C:37]1[C:38]([N:43]2[CH2:48][CH2:47][N:46]([CH2:18][CH2:17][CH2:16][C:10]3[C:9]4[C:13](=[CH:14][CH:15]=[C:7]([CH2:6][NH:5][S:2]([CH3:1])(=[O:3])=[O:4])[CH:8]=4)[NH:12][CH:11]=3)[CH2:45][CH2:44]2)=[N:39][CH:40]=[N:41][CH:42]=1, predict the reactants needed to synthesize it. The reactants are: [CH3:1][S:2]([NH:5][CH2:6][C:7]1[CH:8]=[C:9]2[C:13](=[CH:14][CH:15]=1)[NH:12][CH:11]=[C:10]2[CH2:16][CH2:17][CH2:18]CS([O-])(=O)=O)(=[O:4])=[O:3].[I-].[K+].C(N(CC)C(C)C)(C)C.[CH3:35][O:36][C:37]1[C:38]([N:43]2[CH2:48][CH2:47][NH:46][CH2:45][CH2:44]2)=[N:39][CH:40]=[N:41][CH:42]=1.